From a dataset of Reaction yield outcomes from USPTO patents with 853,638 reactions. Predict the reaction yield, written as a fraction of the theoretical maximum amount of product (1.0 means a 100% yield; for example, 0.34 means a 34% yield). (1) The yield is 0.440. The reactants are [OH:1][C@H:2]([CH2:38][OH:39])[CH2:3][O:4][C:5]1[CH:10]=[CH:9][C:8]([C@@H:11]2[C:15](=[O:16])[N:14]([C@@H:17]([C@H:29]([C:31]3[CH:36]=[CH:35][CH:34]=[CH:33][CH:32]=3)[CH3:30])[C:18]([NH:20][C:21]3[CH:26]=[CH:25][C:24]([I:27])=[CH:23][C:22]=3[F:28])=[O:19])[C:13](=[O:37])[NH:12]2)=[CH:7][CH:6]=1. The product is [OH:1][C@H:2]([CH2:38][OH:39])[CH2:3][O:4][C:5]1[CH:6]=[CH:7][C:8]([C@H:11]2[C:15](=[O:16])[N:14]([C@@H:17]([C@H:29]([C:31]3[CH:32]=[CH:33][CH:34]=[CH:35][CH:36]=3)[CH3:30])[C:18]([NH:20][C:21]3[CH:26]=[CH:25][C:24]([I:27])=[CH:23][C:22]=3[F:28])=[O:19])[C:13](=[O:37])[NH:12]2)=[CH:9][CH:10]=1. The catalyst is CO. (2) The reactants are [CH3:1][O:2][C:3]1[CH:8]=[CH:7][C:6](I)=[CH:5][CH:4]=1.[C:10]([O:14][C:15]([CH3:18])([CH3:17])[CH3:16])(=[O:13])[CH:11]=[CH2:12]. No catalyst specified. The product is [CH3:1][O:2][C:3]1[CH:8]=[CH:7][C:6](/[CH:12]=[CH:11]/[C:10]([O:14][C:15]([CH3:18])([CH3:17])[CH3:16])=[O:13])=[CH:5][CH:4]=1. The yield is 0.970. (3) The reactants are Cl[C:2]1[CH:7]=[C:6]2[CH2:8][O:9][C:10]3[CH:41]=[C:40]4[C:13]([CH:14]=[CH:15][C:16]5[N:20]=[C:19]([C@@H:21]6[CH2:25][C@H:24]([O:26][CH2:27][CH3:28])[CH2:23][N:22]6[C:29](=[O:39])[C@@H:30]([NH:34][C:35](=[O:38])[O:36][CH3:37])[CH:31]([CH3:33])[CH3:32])[NH:18][C:17]=54)=[CH:12][C:11]=3[C:5]2=[CH:4][CH:3]=1.[CH3:42][C:43]1([CH3:59])[C:47]([CH3:49])([CH3:48])[O:46][B:45]([B:45]2[O:46][C:47]([CH3:49])([CH3:48])[C:43]([CH3:59])([CH3:42])[O:44]2)[O:44]1.C([O-])(=O)C.[K+].C1(P(C2CCCCC2)C2C=CC=CC=2C2C(C(C)C)=CC(C(C)C)=CC=2C(C)C)CCCCC1. The catalyst is O1CCOCC1.C1C=CC(/C=C/C(/C=C/C2C=CC=CC=2)=O)=CC=1.C1C=CC(/C=C/C(/C=C/C2C=CC=CC=2)=O)=CC=1.[Pd]. The product is [CH2:27]([O:26][C@@H:24]1[CH2:23][N:22]([C:29](=[O:39])[C@@H:30]([NH:34][C:35](=[O:38])[O:36][CH3:37])[CH:31]([CH3:33])[CH3:32])[C@H:21]([C:19]2[NH:18][C:17]3[C:40]4[C:13]([CH:14]=[CH:15][C:16]=3[N:20]=2)=[CH:12][C:11]2[C:5]3[C:6]([CH2:8][O:9][C:10]=2[CH:41]=4)=[CH:7][C:2]([B:45]2[O:46][C:47]([CH3:49])([CH3:48])[C:43]([CH3:59])([CH3:42])[O:44]2)=[CH:3][CH:4]=3)[CH2:25]1)[CH3:28]. The yield is 0.730. (4) The reactants are [NH2:1][C:2]1[CH:3]=[C:4]([S:21]([OH:24])(=[O:23])=[O:22])[C:5]([CH:8]=[CH:9][C:10]2[C:11]([S:17]([OH:20])(=[O:19])=[O:18])=[CH:12][C:13]([NH2:16])=[CH:14][CH:15]=2)=[CH:6][CH:7]=1.[C:25](=[O:28])([O-:27])[O-].[Na+].[Na+].Cl[C:32]([O:34][CH2:35][CH:36]1[C:48]2[CH:47]=[CH:46][CH:45]=[CH:44][C:43]=2[C:42]2[C:37]1=[CH:38][CH:39]=[CH:40][CH:41]=2)=[O:33]. The catalyst is O.O1CCOCC1. The product is [CH:8](/[C:5]1[CH:6]=[CH:7][C:2]([NH:1][C:32]([O:34][CH2:35][CH:36]2[C:48]3[CH:47]=[CH:46][CH:45]=[CH:44][C:43]=3[C:42]3[C:37]2=[CH:38][CH:39]=[CH:40][CH:41]=3)=[O:33])=[CH:3][C:4]=1[S:21]([OH:24])(=[O:23])=[O:22])=[CH:9]\[C:10]1[CH:15]=[CH:14][C:13]([NH:16][C:25]([O:27][CH2:35][CH:36]2[C:37]3[CH:38]=[CH:39][CH:40]=[CH:41][C:42]=3[C:43]3[C:48]2=[CH:47][CH:46]=[CH:45][CH:44]=3)=[O:28])=[CH:12][C:11]=1[S:17]([OH:20])(=[O:19])=[O:18]. The yield is 0.720. (5) The reactants are [NH2:1][C:2]1[CH:3]=[C:4]2[C:20](=[O:21])[NH:19][N:18]=[CH:17][C:6]3=[C:7]([C:11]4[CH:16]=[CH:15][CH:14]=[CH:13][CH:12]=4)[NH:8][C:9]([CH:10]=1)=[C:5]23.[C:22]([O:26][C:27]([NH:29][C@H:30]([CH:34]1[CH2:39][CH2:38][CH2:37][CH2:36][CH2:35]1)[C:31](O)=[O:32])=[O:28])([CH3:25])([CH3:24])[CH3:23].C(N(CC)CC)C.F[P-](F)(F)(F)(F)F.N1(OC(N(C)C)=[N+](C)C)C2N=CC=CC=2N=N1. The catalyst is CN(C)C=O.C(OCC)C.CCCCCC.C(OCC)(=O)C. The product is [CH:34]1([C@@H:30]([NH:29][C:27](=[O:28])[O:26][C:22]([CH3:24])([CH3:23])[CH3:25])[C:31](=[O:32])[NH:1][C:2]2[CH:3]=[C:4]3[C:20](=[O:21])[NH:19][N:18]=[CH:17][C:6]4=[C:7]([C:11]5[CH:12]=[CH:13][CH:14]=[CH:15][CH:16]=5)[NH:8][C:9]([CH:10]=2)=[C:5]34)[CH2:35][CH2:36][CH2:37][CH2:38][CH2:39]1. The yield is 0.700. (6) The reactants are [CH3:1][O:2][C:3]([C:5]1[CH:10]=[CH:9][C:8](Br)=[C:7]([Cl:12])[N:6]=1)=[O:4].Cl.[F:14][C:15]1([F:20])[CH2:19][CH2:18][NH:17][CH2:16]1.C1C=CC(P(C2C=CC3C(=CC=CC=3)C=2C2C3C(=CC=CC=3)C=CC=2P(C2C=CC=CC=2)C2C=CC=CC=2)C2C=CC=CC=2)=CC=1.C(=O)([O-])[O-].[Cs+].[Cs+]. The catalyst is C1(C)C=CC=CC=1. The product is [CH3:1][O:2][C:3]([C:5]1[CH:10]=[CH:9][C:8]([N:17]2[CH2:18][CH2:19][C:15]([F:20])([F:14])[CH2:16]2)=[C:7]([Cl:12])[N:6]=1)=[O:4]. The yield is 0.300. (7) The reactants are [NH2:1][C:2]1[CH:7]=[CH:6][C:5]([Cl:8])=[CH:4][N:3]=1.C[Si]([N-][Si](C)(C)C)(C)C.[K+].C1(C)C=CC=CC=1.[Cl:26][C:27]1[CH:38]=[C:31]2[C:32](OC(=O)[NH:36][C:30]2=[CH:29][CH:28]=1)=[O:33]. The catalyst is O1CCCC1. The product is [NH2:36][C:30]1[CH:29]=[CH:28][C:27]([Cl:26])=[CH:38][C:31]=1[C:32]([NH:1][C:2]1[CH:7]=[CH:6][C:5]([Cl:8])=[CH:4][N:3]=1)=[O:33]. The yield is 1.00. (8) The reactants are [C-:1]#[N:2].[Na+].Br[CH2:5][CH2:6][O:7][C:8]1[CH:9]=[C:10]([N:17]2[CH2:22][CH2:21][O:20][CH2:19][CH2:18]2)[CH:11]=[CH:12][C:13]=1[N+:14]([O-:16])=[O:15].C(Cl)Cl. The catalyst is CS(C)=O.CCOCC.O. The product is [N:17]1([C:10]2[CH:11]=[CH:12][C:13]([N+:14]([O-:16])=[O:15])=[C:8]([CH:9]=2)[O:7][CH2:6][CH2:5][C:1]#[N:2])[CH2:22][CH2:21][O:20][CH2:19][CH2:18]1. The yield is 0.570. (9) The reactants are [NH2:1][C:2]1[S:6][C:5]2[CH2:7][CH2:8][CH2:9][C:4]=2[C:3]=1[C:10]([C:12]1[CH:17]=[CH:16][C:15]([CH3:18])=[CH:14][CH:13]=1)=O.[CH3:19][O:20][C:21](=[O:32])[CH2:22][CH2:23][C:24](=O)[C:25]1[CH:30]=[CH:29][CH:28]=[CH:27][CH:26]=1.Cl[Si](C)(C)C. The catalyst is CN(C=O)C. The product is [C:25]1([C:24]2[N:1]=[C:2]3[S:6][C:5]4[CH2:7][CH2:8][CH2:9][C:4]=4[C:3]3=[C:10]([C:12]3[CH:17]=[CH:16][C:15]([CH3:18])=[CH:14][CH:13]=3)[C:23]=2[CH2:22][C:21]([O:20][CH3:19])=[O:32])[CH:30]=[CH:29][CH:28]=[CH:27][CH:26]=1. The yield is 0.480.